From a dataset of Reaction yield outcomes from USPTO patents with 853,638 reactions. Predict the reaction yield, written as a fraction of the theoretical maximum amount of product (1.0 means a 100% yield; for example, 0.34 means a 34% yield). (1) The reactants are COC1C=CC(C[NH:8][C:9]2[N:14]=[C:13]([O:15][C:16]3[C:25]4[C:20](=[CH:21][CH:22]=[CH:23][CH:24]=4)[C:19]([NH:26]C(=O)OC(C)(C)C)=[CH:18][CH:17]=3)[CH:12]=[CH:11][N:10]=2)=CC=1. The catalyst is C(O)(C(F)(F)F)=O. The product is [NH2:26][C:19]1[C:20]2[C:25](=[CH:24][CH:23]=[CH:22][CH:21]=2)[C:16]([O:15][C:13]2[CH:12]=[CH:11][N:10]=[C:9]([NH2:8])[N:14]=2)=[CH:17][CH:18]=1. The yield is 0.540. (2) The reactants are [Br:1]Br.[F:3][C:4]1[C:9]([CH2:10]O)=[C:8]([F:12])[CH:7]=[CH:6][C:5]=1[NH:13][S:14]([CH2:17][CH2:18][CH3:19])(=[O:16])=[O:15]. The catalyst is C(#N)C. The product is [Br:1][CH2:10][C:9]1[C:4]([F:3])=[C:5]([NH:13][S:14]([CH2:17][CH2:18][CH3:19])(=[O:16])=[O:15])[CH:6]=[CH:7][C:8]=1[F:12]. The yield is 0.760. (3) The reactants are [CH:1]([C:3]1[CH:4]=[C:5]([CH:9]=[CH:10][C:11]=1[CH3:12])[C:6]([OH:8])=O)=[O:2].CN(C(ON1N=NC2C=CC=CC1=2)=[N+](C)C)C.F[P-](F)(F)(F)(F)F.Cl.[NH:38]1[CH2:43][CH2:42][CH:41]([C:44]2[CH:51]=[CH:50][C:47]([C:48]#[N:49])=[CH:46][CH:45]=2)[CH2:40][CH2:39]1.CCN(C(C)C)C(C)C. The catalyst is CN(C)C=O.CCOC(C)=O. The product is [CH:1]([C:3]1[CH:4]=[C:5]([CH:9]=[CH:10][C:11]=1[CH3:12])[C:6]([N:38]1[CH2:43][CH2:42][CH:41]([C:44]2[CH:51]=[CH:50][C:47]([C:48]#[N:49])=[CH:46][CH:45]=2)[CH2:40][CH2:39]1)=[O:8])=[O:2]. The yield is 0.750.